This data is from Forward reaction prediction with 1.9M reactions from USPTO patents (1976-2016). The task is: Predict the product of the given reaction. (1) Given the reactants [CH2:1]([O:3][C:4]1[CH:5]=[C:6]([CH:10]2[CH2:15][CH2:14][CH2:13][NH:12][CH2:11]2)[CH:7]=[CH:8][CH:9]=1)[CH3:2].[F:16][C:17]([F:22])([F:21])[C@@H:18]1[CH2:20][O:19]1, predict the reaction product. The product is: [CH2:1]([O:3][C:4]1[CH:5]=[C:6]([CH:10]2[CH2:15][CH2:14][CH2:13][N:12]([CH2:20][C@H:18]([OH:19])[C:17]([F:22])([F:21])[F:16])[CH2:11]2)[CH:7]=[CH:8][CH:9]=1)[CH3:2]. (2) Given the reactants [F:1][C:2]1[N:7]=[C:6]([C:8]2[N:9]([CH2:13][C:14]3[N:19]=[N:18][C:17]([NH2:20])=[CH:16][C:15]=3[CH2:21][CH2:22][CH3:23])[CH:10]=[CH:11][N:12]=2)[CH:5]=[CH:4][CH:3]=1.Br[CH2:25][C:26](=O)[C:27]([O:29][CH2:30][CH3:31])=[O:28], predict the reaction product. The product is: [CH2:30]([O:29][C:27]([C:26]1[N:20]=[C:17]2[CH:16]=[C:15]([CH2:21][CH2:22][CH3:23])[C:14]([CH2:13][N:9]3[CH:10]=[CH:11][N:12]=[C:8]3[C:6]3[CH:5]=[CH:4][CH:3]=[C:2]([F:1])[N:7]=3)=[N:19][N:18]2[CH:25]=1)=[O:28])[CH3:31]. (3) Given the reactants [CH3:1][O:2][C:3](=[O:16])[NH:4][C:5]1[O:6][C:7]2[CH:13]=[CH:12][CH:11]=[C:10]([O:14][CH3:15])[C:8]=2[N:9]=1.C([O-])(=O)C.[Na+].[I:22]Cl, predict the reaction product. The product is: [CH3:1][O:2][C:3](=[O:16])[NH:4][C:5]1[O:6][C:7]2[C:13]([I:22])=[CH:12][CH:11]=[C:10]([O:14][CH3:15])[C:8]=2[N:9]=1. (4) Given the reactants [CH2:1]([C:5]1[CH:10]=[CH:9][C:8]([CH:11]([CH3:15])[C:12]([OH:14])=[O:13])=[CH:7][CH:6]=1)[CH:2]([CH3:4])[CH3:3].CNC1(NC)C=CN=CC1.[CH3:26][N:27]([CH3:41])[CH2:28][CH:29]([CH3:40])[CH:30]([C:33]1[CH:34]=[C:35](O)[CH:36]=[CH:37][CH:38]=1)[CH2:31][CH3:32].C1(N=C=NC2CCCCC2)CCCCC1, predict the reaction product. The product is: [CH2:1]([C:5]1[CH:6]=[CH:7][C:8]([CH:11]([CH3:15])[C:12]([O:14][C:37]2[CH:36]=[CH:35][CH:34]=[C:33]([CH:30]([CH2:31][CH3:32])[CH:29]([CH3:40])[CH2:28][N:27]([CH3:41])[CH3:26])[CH:38]=2)=[O:13])=[CH:9][CH:10]=1)[CH:2]([CH3:4])[CH3:3]. (5) The product is: [CH3:20][O:19][C:12]1[C:13]([O:17][CH3:18])=[CH:14][CH:15]=[CH:16][C:11]=1[C:9]1[O:10][C:3]2[C:4](=[N:5][CH:6]=[CH:7][C:2]=2[NH:31][C:30]2[C:22]([CH3:21])=[C:23]3[C:27](=[CH:28][CH:29]=2)[NH:26][CH:25]=[CH:24]3)[CH:8]=1. Given the reactants Cl[C:2]1[CH:7]=[CH:6][N:5]=[C:4]2[CH:8]=[C:9]([C:11]3[CH:16]=[CH:15][CH:14]=[C:13]([O:17][CH3:18])[C:12]=3[O:19][CH3:20])[O:10][C:3]=12.[CH3:21][C:22]1[C:30]([NH2:31])=[CH:29][CH:28]=[C:27]2[C:23]=1[CH:24]=[CH:25][NH:26]2, predict the reaction product. (6) The product is: [CH2:11]([S:10][C:4]1[N:5]=[CH:6][CH:7]2[CH:8]=[C:18]([O:17][CH2:15][CH3:16])[C:19](=[O:20])[NH:1][CH:2]2[N:3]=1)[CH2:12][CH2:13][CH3:14]. Given the reactants [NH2:1][CH:2]1[CH:7]([CH:8]=O)[CH:6]=[N:5][C:4]([S:10][CH2:11][CH2:12][CH2:13][CH3:14])=[N:3]1.[CH2:15]([O:17][CH2:18][C:19](OCC)=[O:20])[CH3:16].CC(C)([O-])C.[K+], predict the reaction product.